Dataset: Full USPTO retrosynthesis dataset with 1.9M reactions from patents (1976-2016). Task: Predict the reactants needed to synthesize the given product. (1) The reactants are: [F:1][C:2]([F:14])([F:13])[O:3][C:4]1[CH:9]=[CH:8][C:7]([C:10](=[O:12])[CH3:11])=[CH:6][CH:5]=1.[C:15](OCC)(=[O:21])[C:16]([O:18][CH2:19][CH3:20])=[O:17].[Na]. Given the product [CH2:19]([O:18][C:16](=[O:17])/[C:15](/[OH:21])=[CH:11]/[C:10](=[O:12])[C:7]1[CH:6]=[CH:5][C:4]([O:3][C:2]([F:13])([F:14])[F:1])=[CH:9][CH:8]=1)[CH3:20], predict the reactants needed to synthesize it. (2) Given the product [C:1]([O:5][C:6](=[O:17])[C:7]1[CH:12]=[CH:11][C:10]([C:13]2[CH2:34][C:33]([C:31]3[CH:30]=[C:29]([Cl:39])[CH:28]=[C:27]([Cl:26])[CH:32]=3)([C:35]([F:36])([F:38])[F:37])[O:15][N:14]=2)=[CH:9][C:8]=1[CH3:16])([CH3:4])([CH3:3])[CH3:2], predict the reactants needed to synthesize it. The reactants are: [C:1]([O:5][C:6](=[O:17])[C:7]1[CH:12]=[CH:11][C:10]([CH:13]=[N:14][OH:15])=[CH:9][C:8]=1[CH3:16])([CH3:4])([CH3:3])[CH3:2].ClN1C(=O)CCC1=O.[Cl:26][C:27]1[CH:32]=[C:31]([C:33]([C:35]([F:38])([F:37])[F:36])=[CH2:34])[CH:30]=[C:29]([Cl:39])[CH:28]=1.C(N(CC)CC)C. (3) Given the product [CH2:1]([C:3]1([CH2:15][CH3:16])[O:7][B:6]([OH:8])[C:5]2[CH:9]=[CH:10][C:11]([CH:13]=[N:17][OH:18])=[CH:12][C:4]1=2)[CH3:2], predict the reactants needed to synthesize it. The reactants are: [CH2:1]([C:3]1([CH2:15][CH3:16])[O:7][B:6]([OH:8])[C:5]2[CH:9]=[CH:10][C:11]([CH:13]=O)=[CH:12][C:4]1=2)[CH3:2].[NH2:17][OH:18].Cl.CC([O-])=O.[Na+].CC(=O)OCC. (4) Given the product [C:29]([O:32][C@H:33]1[C@@H:1]([CH:2]([CH3:4])[CH3:3])[N:24]([CH2:22][C:11]2[CH:12]=[CH:13][C:8]([O:7][CH3:6])=[CH:9][CH:10]=2)[C:34]1=[O:35])(=[O:31])[CH3:30], predict the reactants needed to synthesize it. The reactants are: [CH:1](=O)[CH:2]([CH3:4])[CH3:3].[CH3:6][O:7][C:8]1[CH:13]=[CH:12][C:11](N)=[CH:10][CH:9]=1.[O-]S([O-])(=O)=O.[Na+].[Na+].[CH2:22]([N:24](CC)CC)C.[C:29]([O:32][CH2:33][C:34](Cl)=[O:35])(=[O:31])[CH3:30]. (5) Given the product [CH:44]12[CH2:43][CH:41]([CH2:40][CH2:39]1)[CH2:42][CH:35]2[CH2:45][O:46][C:19]1[C:18]([Cl:17])=[CH:32][C:22]([C:23]([NH:25][S:26](=[O:31])(=[O:30])[N:27]([CH3:29])[CH3:28])=[O:24])=[C:21]([F:33])[CH:20]=1, predict the reactants needed to synthesize it. The reactants are: ClC1C(F)=CC(F)=C(C=1)C(NS(C)(=O)=O)=O.[Cl:17][C:18]1[C:19](F)=[CH:20][C:21]([F:33])=[C:22]([CH:32]=1)[C:23]([NH:25][S:26](=[O:31])(=[O:30])[N:27]([CH3:29])[CH3:28])=[O:24].[C:35]12([CH2:45][OH:46])[CH2:44][CH:39]3[CH2:40][CH:41]([CH2:43]C(C3)C1)[CH2:42]2.C12CC(CC1)CC2CO.